From a dataset of Forward reaction prediction with 1.9M reactions from USPTO patents (1976-2016). Predict the product of the given reaction. Given the reactants [CH:1]1[C:9]2[C:8]3[CH:10]=[CH:11][CH:12]=[CH:13][C:7]=3[O:6][C:5]=2[CH:4]=[C:3]([C:14]2[CH:19]=[CH:18][C:17]([C:20]3[N:25]=[C:24]([C:26]4[CH:31]=[CH:30][CH:29]=[CH:28][CH:27]=4)[N:23]=[C:22]([C:32]4[CH:37]=[CH:36][CH:35]=[CH:34][CH:33]=4)[N:21]=3)=[CH:16][CH:15]=2)[CH:2]=1.CN(CCN(C)C)C.Cl[Si:47]([CH3:50])([CH3:49])[CH3:48], predict the reaction product. The product is: [C:32]1([C:22]2[N:23]=[C:24]([C:26]3[CH:31]=[CH:30][CH:29]=[CH:28][CH:27]=3)[N:25]=[C:20]([C:17]3[CH:18]=[CH:19][C:14]([C:3]4[CH:2]=[CH:1][C:9]5[C:8]6[CH:10]=[CH:11][CH:12]=[C:13]([Si:47]([CH3:50])([CH3:49])[CH3:48])[C:7]=6[O:6][C:5]=5[CH:4]=4)=[CH:15][CH:16]=3)[N:21]=2)[CH:33]=[CH:34][CH:35]=[CH:36][CH:37]=1.